Dataset: Catalyst prediction with 721,799 reactions and 888 catalyst types from USPTO. Task: Predict which catalyst facilitates the given reaction. (1) Reactant: [CH2:1]([O:3][C:4](=[O:15])[CH:5]([CH2:11][CH:12]1[CH2:14][CH2:13]1)[C:6]([O:8][CH2:9][CH3:10])=[O:7])[CH3:2].[H-].[Na+].C1C(=O)N([Br:25])C(=O)C1. Product: [CH2:9]([O:8][C:6](=[O:7])[C:5]([Br:25])([CH2:11][CH:12]1[CH2:13][CH2:14]1)[C:4]([O:3][CH2:1][CH3:2])=[O:15])[CH3:10]. The catalyst class is: 1. (2) Reactant: C(OC([N:8]1[CH2:11][CH:10]([N:12]([C:14]2[CH:15]=[N:16][CH:17]=[C:18]([N:20]3[C:28](=[O:29])[C:27]4[C:22](=[CH:23][C:24]([Cl:30])=[CH:25][CH:26]=4)[C:21]3([CH3:32])[CH3:31])[CH:19]=2)[CH3:13])[CH2:9]1)=O)(C)(C)C.C(Cl)(=O)C. Product: [NH:8]1[CH2:9][CH:10]([N:12]([CH3:13])[C:14]2[CH:19]=[C:18]([N:20]3[C:21]([CH3:31])([CH3:32])[C:22]4[C:27](=[CH:26][CH:25]=[C:24]([Cl:30])[CH:23]=4)[C:28]3=[O:29])[CH:17]=[N:16][CH:15]=2)[CH2:11]1. The catalyst class is: 5. (3) Reactant: [Cl:1][C:2]1[C:32]([CH3:33])=[C:31]([Cl:34])[CH:30]=[CH:29][C:3]=1[O:4][CH:5]1[CH2:10][CH2:9][N:8]([CH2:11][CH:12]2[CH2:17][CH2:16][N:15]([C@@H:18]([CH2:22][C:23]3[CH:28]=[CH:27][CH:26]=[CH:25][CH:24]=3)[C:19]([OH:21])=[O:20])[CH2:14][CH2:13]2)[CH2:7][CH2:6]1.[ClH:35]. Product: [ClH:1].[ClH:35].[Cl:1][C:2]1[C:32]([CH3:33])=[C:31]([Cl:34])[CH:30]=[CH:29][C:3]=1[O:4][CH:5]1[CH2:6][CH2:7][N:8]([CH2:11][CH:12]2[CH2:13][CH2:14][N:15]([C@@H:18]([CH2:22][C:23]3[CH:24]=[CH:25][CH:26]=[CH:27][CH:28]=3)[C:19]([OH:21])=[O:20])[CH2:16][CH2:17]2)[CH2:9][CH2:10]1. The catalyst class is: 880. (4) Reactant: [CH3:1][C:2]1[CH:18]=[CH:17][C:5]2[NH:6][C:7]([C:9]3([CH2:15][NH2:16])[CH2:14][CH2:13][NH:12][CH2:11][CH2:10]3)=[N:8][C:4]=2[CH:3]=1.Cl[C:20]1[C:21]2[CH:28]=[CH:27][NH:26][C:22]=2[N:23]=[CH:24][N:25]=1.C(N(C(C)C)C(C)C)C. Product: [CH3:1][C:2]1[CH:18]=[CH:17][C:5]2[NH:6][C:7]([C:9]3([CH2:15][NH2:16])[CH2:14][CH2:13][N:12]([C:20]4[C:21]5[CH:28]=[CH:27][NH:26][C:22]=5[N:23]=[CH:24][N:25]=4)[CH2:11][CH2:10]3)=[N:8][C:4]=2[CH:3]=1. The catalyst class is: 51. (5) Reactant: C(OC([N:8]1[C:16]2[C:11](=[CH:12][CH:13]=[C:14]([Cl:17])[CH:15]=2)/[C:10](=[CH:18]/[C:19]2[CH:24]=[CH:23][CH:22]=[C:21]([Cl:25])[CH:20]=2)/[C:9]1=[O:26])=O)(C)(C)C.[Cl:27][C:28]1[CH:29]=[CH:30][C:31]([O:43][CH:44]2[CH2:53][CH2:52][C:47]3([O:51][CH2:50][CH2:49][O:48]3)[CH2:46][CH2:45]2)=[C:32]([CH:34]=[N:35][C:36]([O:38][Si](C)(C)C)=[CH2:37])[CH:33]=1. Product: [Cl:17][C:14]1[CH:15]=[C:16]2[NH:8][C:9](=[O:26])[C:10]3([CH:18]([C:19]4[CH:24]=[CH:23][CH:22]=[C:21]([Cl:25])[CH:20]=4)[CH2:37][C:36](=[O:38])[NH:35][CH:34]3[C:32]3[CH:33]=[C:28]([Cl:27])[CH:29]=[CH:30][C:31]=3[O:43][CH:44]3[CH2:53][CH2:52][C:47]4([O:48][CH2:49][CH2:50][O:51]4)[CH2:46][CH2:45]3)[C:11]2=[CH:12][CH:13]=1. The catalyst class is: 11. (6) Reactant: [F:1][C:2]([F:11])([CH:5]([F:10])[C:6]([F:9])([F:8])[F:7])[CH2:3][OH:4].[F:12][C:13]([F:28])([S:24](F)(=[O:26])=[O:25])[C:14]([F:23])([F:22])[C:15]([F:21])([F:20])[C:16]([F:19])([F:18])[F:17].[OH-].[K+]. Product: [F:28][C:13]([F:12])([S:24]([O:4][CH2:3][C:2]([F:11])([F:1])[CH:5]([F:10])[C:6]([F:9])([F:7])[F:8])(=[O:26])=[O:25])[C:14]([F:22])([F:23])[C:15]([F:21])([F:20])[C:16]([F:19])([F:18])[F:17]. The catalyst class is: 6. (7) Reactant: [C:1]1([S:7]([C:9]2[CH:14]=[CH:13][CH:12]=[CH:11][CH:10]=2)=O)[CH:6]=[CH:5][CH:4]=[CH:3][CH:2]=1.[CH:15]1[C:28]2[C:27](=[O:29])[C:26]3[C:21](=[CH:22][CH:23]=[CH:24][CH:25]=3)[S:20][C:19]=2[CH:18]=[CH:17][CH:16]=1.[F:30][C:31]([F:44])([F:43])[S:32]([O:35]S(C(F)(F)F)(=O)=O)(=[O:34])=[O:33]. Product: [F:30][C:31]([F:44])([F:43])[S:32]([O-:35])(=[O:34])=[O:33].[C:9]1([S+:7]([C:1]2[CH:2]=[CH:3][CH:4]=[CH:5][CH:6]=2)[C:16]2[CH:17]=[CH:18][C:19]3[S:20][C:21]4[C:26](=[CH:25][CH:24]=[CH:23][CH:22]=4)[C:27](=[O:29])[C:28]=3[CH:15]=2)[CH:10]=[CH:11][CH:12]=[CH:13][CH:14]=1. The catalyst class is: 4. (8) Reactant: [CH3:1][S:2]([NH:5][C:6]1[CH:7]=[C:8]([S:12]([N:15]([C:22]2[CH:27]=[CH:26][CH:25]=[CH:24][C:23]=2[C:28]([O:45][Si](CC)(CC)CC)([C:41]([F:44])([F:43])[F:42])[C:29]#[C:30][C:31]2[CH:36]=[CH:35][C:34]([S:37]([CH3:40])(=[O:39])=[O:38])=[CH:33][CH:32]=2)[CH2:16][CH2:17][C:18]([F:21])([F:20])[F:19])(=[O:14])=[O:13])[CH:9]=[CH:10][CH:11]=1)(=[O:4])=[O:3].[F-].C([N+](CCCC)(CCCC)CCCC)CCC. Product: [OH:45][C:28]([C:23]1[CH:24]=[CH:25][CH:26]=[CH:27][C:22]=1[N:15]([CH2:16][CH2:17][C:18]([F:20])([F:21])[F:19])[S:12]([C:8]1[CH:9]=[CH:10][CH:11]=[C:6]([NH:5][S:2]([CH3:1])(=[O:4])=[O:3])[CH:7]=1)(=[O:14])=[O:13])([C:41]([F:44])([F:42])[F:43])[C:29]#[C:30][C:31]1[CH:32]=[CH:33][C:34]([S:37]([CH3:40])(=[O:39])=[O:38])=[CH:35][CH:36]=1. The catalyst class is: 1. (9) Reactant: [OH-].[K+:2].C[O:4][C:5]([C:7]1[CH:8]=[C:9]([C:17]#[C:18][C:19]23[CH2:28][CH:23]4[CH2:24][CH:25]([CH2:27][CH:21]([CH2:22]4)[CH2:20]2)[CH2:26]3)[CH:10]=[C:11]([C:13]([O:15]C)=[O:14])[CH:12]=1)=[O:6]. Product: [K+:2].[K+:2].[C:19]12([C:18]#[C:17][C:9]3[CH:10]=[C:11]([C:13]([O-:15])=[O:14])[CH:12]=[C:7]([CH:8]=3)[C:5]([O-:6])=[O:4])[CH2:20][CH:21]3[CH2:22][CH:23]([CH2:24][CH:25]([CH2:27]3)[CH2:26]1)[CH2:28]2. The catalyst class is: 51. (10) Reactant: [CH3:1][NH:2][C:3]1[N:8]=[CH:7][N:6]=[C:5]([NH:9][C:10]2[CH:11]=[C:12]([CH:15]=[CH:16][CH:17]=2)[C:13]#[N:14])[CH:4]=1.[Cl:18][C:19]1[CH:24]=[CH:23][CH:22]=[C:21]([Cl:25])[C:20]=1[N:26]=[C:27]=[O:28]. Product: [C:13]([C:12]1[CH:11]=[C:10]([NH:9][C:5]2[N:6]=[CH:7][N:8]=[C:3]([N:2]([CH3:1])[C:27]([NH:26][C:20]3[C:19]([Cl:18])=[CH:24][CH:23]=[CH:22][C:21]=3[Cl:25])=[O:28])[CH:4]=2)[CH:17]=[CH:16][CH:15]=1)#[N:14]. The catalyst class is: 12.